Dataset: Reaction yield outcomes from USPTO patents with 853,638 reactions. Task: Predict the reaction yield, written as a fraction of the theoretical maximum amount of product (1.0 means a 100% yield; for example, 0.34 means a 34% yield). (1) The yield is 0.720. The product is [C:25]([C:18]1[C:19](=[O:24])[C:20]([O:22][CH3:23])=[CH:21][N:16]([C:6]2[CH:7]=[CH:8][C:9]([N:11]3[CH:15]=[CH:14][CH:13]=[N:12]3)=[CH:10][C:5]=2[F:4])[N:17]=1)(=[O:26])[CH3:1]. The catalyst is C1COCC1. The reactants are [CH3:1][Mg+].[Br-].[F:4][C:5]1[CH:10]=[C:9]([N:11]2[CH:15]=[CH:14][CH:13]=[N:12]2)[CH:8]=[CH:7][C:6]=1[N:16]1[CH:21]=[C:20]([O:22][CH3:23])[C:19](=[O:24])[C:18]([C:25](N(OC)C)=[O:26])=[N:17]1. (2) The reactants are [C:1]([C:4]1[N:12]2[C:7]([C:8]3([CH2:21][CH2:20][N:19](C(OC(C)(C)C)=O)[CH2:18][CH2:17]3)[O:9][C:10]3[CH:16]=[CH:15][CH:14]=[CH:13][C:11]=32)=[CH:6][CH:5]=1)(=[O:3])[CH3:2].[ClH:29].O1CCOCC1. The catalyst is C(Cl)Cl. The product is [ClH:29].[C:4]1([C:1](=[O:3])[CH3:2])[N:12]2[C:7]([C:8]3([CH2:17][CH2:18][NH:19][CH2:20][CH2:21]3)[O:9][C:10]3[CH:16]=[CH:15][CH:14]=[CH:13][C:11]=32)=[CH:6][CH:5]=1. The yield is 0.990. (3) The reactants are Cl[C:2]1[CH:7]=[CH:6][N:5]=[C:4]2[CH:8]=[C:9]([C:11]([N:13]3[CH2:17][CH2:16][CH2:15][C@H:14]3[CH2:18][O:19][Si](C(C)(C)C)(C)C)=[O:12])[S:10][C:3]=12.[CH3:27][NH:28][C:29]([C:31]1[C:32]2[CH:40]=[CH:39][C:38]([OH:41])=[CH:37][C:33]=2[S:34][C:35]=1[CH3:36])=[O:30].C([O-])([O-])=O.[Cs+].[Cs+]. No catalyst specified. The product is [CH3:27][NH:28][C:29]([C:31]1[C:32]2[CH:40]=[CH:39][C:38]([O:41][C:2]3[CH:7]=[CH:6][N:5]=[C:4]4[CH:8]=[C:9]([C:11]([N:13]5[CH2:17][CH2:16][CH2:15][C@H:14]5[CH2:18][OH:19])=[O:12])[S:10][C:3]=34)=[CH:37][C:33]=2[S:34][C:35]=1[CH3:36])=[O:30]. The yield is 0.320.